From a dataset of Forward reaction prediction with 1.9M reactions from USPTO patents (1976-2016). Predict the product of the given reaction. (1) Given the reactants [OH:1][CH2:2][C:3]1[CH:4]=[C:5]([NH:9][CH2:10][C:11]([C:13]2[CH:18]=[CH:17][C:16]([O:19][C:20]3[CH:25]=[CH:24][CH:23]=[CH:22][CH:21]=3)=[CH:15][CH:14]=2)=O)[CH:6]=[CH:7][CH:8]=1.[OH-].[K+].[C:28](#[N:32])[CH2:29][C:30]#[N:31].CO, predict the reaction product. The product is: [NH2:32][C:28]1[N:9]([C:5]2[CH:6]=[CH:7][CH:8]=[C:3]([CH2:2][OH:1])[CH:4]=2)[CH:10]=[C:11]([C:13]2[CH:18]=[CH:17][C:16]([O:19][C:20]3[CH:25]=[CH:24][CH:23]=[CH:22][CH:21]=3)=[CH:15][CH:14]=2)[C:29]=1[C:30]#[N:31]. (2) Given the reactants [Cl:1][C:2]1[CH:17]=[CH:16][CH:15]=[C:14]([CH3:18])[C:3]=1[C:4]([NH:6][C:7]1[CH:12]=[CH:11][CH:10]=[C:9]([F:13])[CH:8]=1)=[O:5].[Li]CCCC.C(OC(=O)[NH:30][C@@H:31]([CH3:38])[C:32](N(OC)C)=O)(C)(C)C.C([Mg]Cl)(C)C, predict the reaction product. The product is: [NH2:30][C@H:31]([C:38]1[N:6]([C:7]2[CH:12]=[CH:11][CH:10]=[C:9]([F:13])[CH:8]=2)[C:4](=[O:5])[C:3]2[C:14]([CH:18]=1)=[CH:15][CH:16]=[CH:17][C:2]=2[Cl:1])[CH3:32]. (3) Given the reactants [CH3:1][O:2][C:3]1[CH:18]=[CH:17][C:6]([CH2:7][N:8]2[C:12](=[O:13])[CH2:11][CH:10](C(N)=O)[CH2:9]2)=[CH:5][CH:4]=1.C(OI(OC(=O)C)C1C=CC=CC=1)(=O)C.Cl.CC#[N:37], predict the reaction product. The product is: [NH2:37][CH:10]1[CH2:9][N:8]([CH2:7][C:6]2[CH:17]=[CH:18][C:3]([O:2][CH3:1])=[CH:4][CH:5]=2)[C:12](=[O:13])[CH2:11]1. (4) The product is: [CH:20]1([NH:23][C:24]([C:25]2[CH:30]=[C:29]([C:2]3[CH:7]=[CH:6][C:5]([C:8]4[O:12][C:11]([CH2:13][N:14]5[CH2:19][CH2:18][CH2:17][CH2:16][CH2:15]5)=[N:10][N:9]=4)=[CH:4][CH:3]=3)[C:28]([CH3:31])=[CH:27][CH:26]=2)=[O:41])[CH2:21][CH2:22]1. Given the reactants I[C:2]1[CH:7]=[CH:6][C:5]([C:8]2[O:12][C:11]([CH2:13][N:14]3[CH2:19][CH2:18][CH2:17][CH2:16][CH2:15]3)=[N:10][N:9]=2)=[CH:4][CH:3]=1.[CH:20]1([NH:23][C:24](=[O:41])[C:25]2[CH:30]=[CH:29][C:28]([CH3:31])=[C:27](B3OC(C)(C)C(C)(C)O3)[CH:26]=2)[CH2:22][CH2:21]1, predict the reaction product. (5) Given the reactants [Cl:1][C:2]1[CH:7]=[CH:6][N:5]=[C:4]2[N:8](S(C3C=CC(C)=CC=3)(=O)=O)[C:9]([C:11]3[C:19]4[C:14](=[CH:15][C:16]([O:22][CH3:23])=[C:17]([O:20][CH3:21])[CH:18]=4)[N:13]([CH2:24][CH2:25][N:26]4[CH2:31][CH2:30][N:29]([CH3:32])[CH2:28][CH2:27]4)[CH:12]=3)=[CH:10][C:3]=12.[OH-].[K+].ClCCl.CO, predict the reaction product. The product is: [Cl:1][C:2]1[CH:7]=[CH:6][N:5]=[C:4]2[NH:8][C:9]([C:11]3[C:19]4[C:14](=[CH:15][C:16]([O:22][CH3:23])=[C:17]([O:20][CH3:21])[CH:18]=4)[N:13]([CH2:24][CH2:25][N:26]4[CH2:31][CH2:30][N:29]([CH3:32])[CH2:28][CH2:27]4)[CH:12]=3)=[CH:10][C:3]=12.